From a dataset of Forward reaction prediction with 1.9M reactions from USPTO patents (1976-2016). Predict the product of the given reaction. (1) Given the reactants C(OC([NH:11][CH2:12][CH2:13][CH2:14][C@@H:15]([C:24]([OH:26])=O)[NH:16]C(OC(C)(C)C)=O)=O)C1C=CC=CC=1.[CH:27]1([S:33]([Cl:36])(=[O:35])=[O:34])[CH2:32][CH2:31][CH2:30][CH2:29][CH2:28]1.[NH:37]1[CH2:41][CH2:40][CH2:39][CH2:38]1, predict the reaction product. The product is: [ClH:36].[NH2:16][C@H:15]([C:24](=[O:26])[N:37]1[CH2:41][CH2:40][CH2:39][CH2:38]1)[CH2:14][CH2:13][CH2:12][NH:11][S:33]([CH:27]1[CH2:32][CH2:31][CH2:30][CH2:29][CH2:28]1)(=[O:35])=[O:34]. (2) The product is: [NH2:26][CH2:25][CH2:24][O:23][C:17]1[CH:16]=[C:15]2[C:20]([CH:21]=[CH:22][N:13]([C:11]3[CH:12]=[C:7]([CH:8]=[CH:9][C:10]=3[CH3:35])[C:5]([NH:4][CH:1]3[CH2:3][CH2:2]3)=[O:6])[C:14]2=[O:34])=[CH:19][CH:18]=1. Given the reactants [CH:1]1([NH:4][C:5]([C:7]2[CH:8]=[CH:9][C:10]([CH3:35])=[C:11]([N:13]3[CH:22]=[CH:21][C:20]4[C:15](=[CH:16][C:17]([O:23][CH2:24][CH2:25][NH:26]C(=O)OC(C)(C)C)=[CH:18][CH:19]=4)[C:14]3=[O:34])[CH:12]=2)=[O:6])[CH2:3][CH2:2]1.CO, predict the reaction product. (3) The product is: [Cl:1][C:2]1[CH:7]=[CH:6][CH:5]=[C:4]2[C:3]=1[N:26]([CH:20]1[CH2:25][CH2:24][CH2:23][CH2:22][CH2:21]1)[N:27]=[C:8]2[C:10]1[CH:15]=[CH:14][C:13]([O:16][CH3:17])=[CH:12][CH:11]=1. Given the reactants [Cl:1][C:2]1[C:3](F)=[C:4]([C:8]([C:10]2[CH:15]=[CH:14][C:13]([O:16][CH3:17])=[CH:12][CH:11]=2)=O)[CH:5]=[CH:6][CH:7]=1.Cl.[CH:20]1([NH:26][NH2:27])[CH2:25][CH2:24][CH2:23][CH2:22][CH2:21]1, predict the reaction product. (4) Given the reactants ClC1C=CC=CC=1C(Cl)=O.[Cl:11][C:12]1[CH:17]=[C:16](Cl)[CH:15]=[CH:14][C:13]=1[C:19]1[C:24]([C:25]2[NH:26][CH:27]=[CH:28][N:29]=2)=[CH:23][N:22]=[C:21]([NH:30][CH2:31][CH2:32][NH:33][C:34]2[CH:39]=[CH:38][C:37]([N+:40]([O-:42])=[O:41])=[CH:36][N:35]=2)[N:20]=1, predict the reaction product. The product is: [Cl:11][C:12]1[CH:17]=[CH:16][CH:15]=[CH:14][C:13]=1[C:19]1[C:24]([C:25]2[NH:26][CH:27]=[CH:28][N:29]=2)=[CH:23][N:22]=[C:21]([NH:30][CH2:31][CH2:32][NH:33][C:34]2[CH:39]=[CH:38][C:37]([N+:40]([O-:42])=[O:41])=[CH:36][N:35]=2)[N:20]=1. (5) Given the reactants Cl[CH2:2][CH2:3][CH2:4][CH:5]1[CH2:9][C:8](=[O:10])[CH:7]=[C:6]1[C:11]1[CH:16]=[CH:15][C:14]([O:17][CH3:18])=[CH:13][CH:12]=1.[I-:19].[Na+], predict the reaction product. The product is: [I:19][CH2:2][CH2:3][CH2:4][CH:5]1[CH2:9][C:8](=[O:10])[CH:7]=[C:6]1[C:11]1[CH:16]=[CH:15][C:14]([O:17][CH3:18])=[CH:13][CH:12]=1. (6) Given the reactants CS(Cl)(=O)=[O:3].C(N(CC)CC)C.[C:13]1([C:19]2[S:23][C:22]3=[N:24][C:25]([CH2:27][OH:28])=[CH:26][N:21]3[CH:20]=2)[CH:18]=[CH:17][CH:16]=[CH:15][CH:14]=1.[NH:29]1[CH2:34][CH2:33][O:32][CH2:31][CH2:30]1.[Cl-].[Na+].[OH2:37], predict the reaction product. The product is: [C:27]([OH:28])(=[O:3])/[CH:25]=[CH:26]\[C:33]([OH:32])=[O:37].[C:13]1([C:19]2[S:23][C:22]3=[N:24][C:25]([CH2:27][N:29]4[CH2:34][CH2:33][O:32][CH2:31][CH2:30]4)=[CH:26][N:21]3[CH:20]=2)[CH:14]=[CH:15][CH:16]=[CH:17][CH:18]=1.